Task: Regression. Given a peptide amino acid sequence and an MHC pseudo amino acid sequence, predict their binding affinity value. This is MHC class I binding data.. Dataset: Peptide-MHC class I binding affinity with 185,985 pairs from IEDB/IMGT (1) The peptide sequence is SYRNFSFSL. The MHC is HLA-B35:01 with pseudo-sequence HLA-B35:01. The binding affinity (normalized) is 0.0847. (2) The peptide sequence is VCLALTNSMK. The MHC is HLA-A31:01 with pseudo-sequence HLA-A31:01. The binding affinity (normalized) is 0.221. (3) The peptide sequence is LTLKPCHAL. The MHC is HLA-B27:05 with pseudo-sequence HLA-B27:05. The binding affinity (normalized) is 0.0847. (4) The peptide sequence is LLPYPIAGC. The MHC is HLA-B58:01 with pseudo-sequence HLA-B58:01. The binding affinity (normalized) is 0.0847. (5) The MHC is HLA-A02:02 with pseudo-sequence HLA-A02:02. The peptide sequence is LQTTIHDII. The binding affinity (normalized) is 0.0678. (6) The peptide sequence is SPMVIATTDM. The MHC is HLA-B51:01 with pseudo-sequence HLA-B51:01. The binding affinity (normalized) is 0.